Dataset: Experimentally validated miRNA-target interactions with 360,000+ pairs, plus equal number of negative samples. Task: Binary Classification. Given a miRNA mature sequence and a target amino acid sequence, predict their likelihood of interaction. (1) The miRNA is mmu-let-7f-5p with sequence UGAGGUAGUAGAUUGUAUAGUU. The protein sequence of the target gene is MMKIRHKNKKPGKGSKGCKKPARQNGKKVTSRPSSAPQIVHGNDHASREAELKKKRVEEMREKQQVAREQERQRHRTMESYCQDVLKRQQEFEQKEEVLQELNMFPQLDDEATRKAYYKEFRKVVEYSDVILEVLDARDPLGCRCFQMEETVLRAEGNKKLVLVLNKIDLVPKEIVEKWLEYLLNELPTVAFKASTQHHQVKNLTRCKVPVDQASESLLKSRACFGAENLMRVLGNYCRLGEVRGHIRVGVVGLPNVGKSSLINSLKRSRACSVGAVPGVTKFMQEVYLDKFIRLLDAPG.... Result: 1 (interaction). (2) The miRNA is mmu-miR-539-3p with sequence CAUACAAGGAUAAUUUCUUUUU. The protein sequence of the target gene is MLCVGRLGGLGARAAALPPRRAGRGSLEAGIRARRVSTSWSPVGAAFNVKPQGSRLDLFGERRGLFGVPELSAPEGFHIAQEKALRKTELLVDRACSTPPGPQTVLIFDELSDSLCRVADLADFVKIAHPEPAFREAAEEACRSIGTMVEKLNTNVDLYQSLQKLLADKKLVDSLDPETRRVAELFMFDFEISGIHLDKEKRKRAVDLNVKILDLSSTFLMGTNFPNKIEKHLLPEHIRRNFTSAGDHIIIDGLHAESPDDLVREAAYKIFLYPNAGQLKCLEELLSSRDLLAKLVGYST.... Result: 0 (no interaction). (3) The miRNA is hsa-miR-8485 with sequence CACACACACACACACACGUAU. The protein sequence of the target gene is MNGTANPLLDREEHCLRLGESFEKRPRASFHTIRYDFKPASIDTSCEGELQVGKGDEVTITLPHIPGSTPPMTVFKGNKRPYQKDCVLIINHDTGEYVLEKLSSSIQVKKTRAEGSSKIQARMEQQPTRPPQTSQPPPPPPPMPFRAPTKPPVGPKTSPLKDNPSPEPQLDDIKRELRAEVDIIEQMSSSSGSSSSDSESSSGSDDDSSSSGGEDNGPASPPQPSHQQPYNSRPAVANGTSRPQGSNQLMNTLRNDLQLSESGSDSDD. Result: 1 (interaction). (4) The miRNA is hsa-miR-3175 with sequence CGGGGAGAGAACGCAGUGACGU. The protein sequence of the target gene is MQARYSVSSPNSLGVVPYLGGEQSYYRAAAAAAGGGYTAMPAPMSVYSHPAHAEQYPGGMARAYGPYTPQPQPKDMVKPPYSYIALITMAIQNAPDKKITLNGIYQFIMDRFPFYRDNKQGWQNSIRHNLSLNECFVKVPRDDKKPGKGSYWTLDPDSYNMFENGSFLRRRRRFKKKDAVKDKEEKDRLHLKEPPPPGRQPPPAPPEQADGNAPGPQPPPVRIQDIKTENGTCPSPPQPLSPAAALGSGSAAAVPKIESPDSSSSSLSSGSSPPGSLPSARPLSLDGADSAPPPPAPSAP.... Result: 1 (interaction).